From a dataset of Peptide-MHC class II binding affinity with 134,281 pairs from IEDB. Regression. Given a peptide amino acid sequence and an MHC pseudo amino acid sequence, predict their binding affinity value. This is MHC class II binding data. (1) The peptide sequence is AHGETVSAVAELIGD. The MHC is HLA-DPA10201-DPB10501 with pseudo-sequence HLA-DPA10201-DPB10501. The binding affinity (normalized) is 0.248. (2) The peptide sequence is WHKEGSSIGKLFTQT. The MHC is DRB1_1302 with pseudo-sequence DRB1_1302. The binding affinity (normalized) is 0. (3) The peptide sequence is AFKPVLVDEGRKVAI. The MHC is DRB5_0101 with pseudo-sequence DRB5_0101. The binding affinity (normalized) is 0.797. (4) The peptide sequence is KWVQMCSRTLKNSHQ. The MHC is DRB1_0301 with pseudo-sequence DRB1_0301. The binding affinity (normalized) is 0.405.